From a dataset of HIV replication inhibition screening data with 41,000+ compounds from the AIDS Antiviral Screen. Binary Classification. Given a drug SMILES string, predict its activity (active/inactive) in a high-throughput screening assay against a specified biological target. The molecule is COC1=C(C(=O)OC(C)(C)C)C23CCCCC2(C(C(=O)OC(C)(C)C)=C(OC)C3C(=O)OC(C)(C)C)C1C(=O)OC(C)(C)C. The result is 0 (inactive).